Predict the reaction yield, written as a fraction of the theoretical maximum amount of product (1.0 means a 100% yield; for example, 0.34 means a 34% yield). From a dataset of Reaction yield outcomes from USPTO patents with 853,638 reactions. (1) The reactants are [Br:1][C:2]1[C:3]([OH:13])=[C:4]([C:10](=[O:12])[CH3:11])[C:5]([O:8][CH3:9])=[CH:6][CH:7]=1.[CH3:14][C:15]([Si:18](Cl)([CH3:20])[CH3:19])([CH3:17])[CH3:16]. The catalyst is C(N(CC)CC)C.ClCCl. The product is [Br:1][C:2]1[C:3]([O:13][Si:18]([C:15]([CH3:17])([CH3:16])[CH3:14])([CH3:20])[CH3:19])=[C:4]([C:10](=[O:12])[CH3:11])[C:5]([O:8][CH3:9])=[CH:6][CH:7]=1. The yield is 0.980. (2) The reactants are Cl[C:2]1[N:7]=[C:6]([NH:8][CH2:9][CH:10]2[CH2:15][CH2:14][O:13][CH2:12][CH2:11]2)[C:5]([C:16]([F:19])([F:18])[F:17])=[CH:4][CH:3]=1.[Cl:20][C:21]1[C:22](B(O)O)=[CH:23][C:24]([F:27])=[N:25][CH:26]=1.C(Cl)Cl.COCCOC. The catalyst is CCOC(C)=O.CO.C1C=CC(P(C2C=CC=CC=2)[C-]2C=CC=C2)=CC=1.C1C=CC(P(C2C=CC=CC=2)[C-]2C=CC=C2)=CC=1.Cl[Pd]Cl.[Fe+2]. The product is [Cl:20][C:21]1[C:22]([C:2]2[CH:3]=[CH:4][C:5]([C:16]([F:19])([F:18])[F:17])=[C:6]([NH:8][CH2:9][CH:10]3[CH2:15][CH2:14][O:13][CH2:12][CH2:11]3)[N:7]=2)=[CH:23][C:24]([F:27])=[N:25][CH:26]=1. The yield is 0.770. (3) The reactants are [Br:1]N1C(=O)CCC1=O.[NH:9]1[C:17]2[C:12](=[CH:13][C:14]([OH:18])=[CH:15][CH:16]=2)[CH:11]=[N:10]1. The catalyst is O1CCCC1. The product is [Br:1][C:13]1[C:14]([OH:18])=[CH:15][CH:16]=[C:17]2[C:12]=1[CH:11]=[N:10][NH:9]2. The yield is 0.910. (4) The reactants are O1CCCCC1[N:7]1[C:15]2[C:10](=[CH:11][C:12]([C:16]([NH2:18])=[O:17])=[CH:13][CH:14]=2)[C:9]([C:19]2[CH:24]=[CH:23][CH:22]=[C:21]([NH:25][C:26]([C:28]3[CH:29]=[N:30][CH:31]=[CH:32][CH:33]=3)=[O:27])[CH:20]=2)=[N:8]1.OO.[OH-].[Na+].O. The catalyst is C(O)C. The product is [N:30]1[CH:31]=[CH:32][CH:33]=[C:28]([C:26]([NH:25][C:21]2[CH:20]=[C:19]([C:9]3[C:10]4[C:15](=[CH:14][CH:13]=[C:12]([C:16]([NH2:18])=[O:17])[CH:11]=4)[NH:7][N:8]=3)[CH:24]=[CH:23][CH:22]=2)=[O:27])[CH:29]=1. The yield is 0.300. (5) The yield is 0.680. The reactants are [CH3:1][C:2]1[CH:11]=[C:10]([CH2:12][O:13][C:14]2[CH:19]=[CH:18][C:17]([S:20]([NH:23][C@@H:24]3[C@H:29]([C:30]([OH:32])=[O:31])[CH2:28][CH:27]=[CH:26][CH2:25]3)(=[O:22])=[O:21])=[CH:16][CH:15]=2)[C:9]2[C:4](=[CH:5][CH:6]=[CH:7][CH:8]=2)[N:3]=1.[C:33](OC(O[C:33]([CH3:36])([CH3:35])[CH3:34])N(C)C)([CH3:36])([CH3:35])[CH3:34]. The catalyst is C1(C)C=CC=CC=1. The product is [CH3:1][C:2]1[CH:11]=[C:10]([CH2:12][O:13][C:14]2[CH:15]=[CH:16][C:17]([S:20]([NH:23][C@@H:24]3[C@H:29]([C:30]([O:32][C:33]([CH3:36])([CH3:35])[CH3:34])=[O:31])[CH2:28][CH:27]=[CH:26][CH2:25]3)(=[O:21])=[O:22])=[CH:18][CH:19]=2)[C:9]2[C:4](=[CH:5][CH:6]=[CH:7][CH:8]=2)[N:3]=1. (6) The reactants are [C:1]([O:5][C:6]([N:8]1[CH2:13][CH2:12][CH:11]([C:14]2[CH:19]=[C:18]([F:20])[C:17]([O:21]CC3C=CC=CC=3)=[CH:16][C:15]=2[O:29]CC2C=CC=CC=2)[CH2:10][CH2:9]1)=[O:7])([CH3:4])([CH3:3])[CH3:2].CO. The catalyst is C(OCC)(=O)C.[Pd]. The product is [C:1]([O:5][C:6]([N:8]1[CH2:9][CH:10]=[C:11]([C:14]2[CH:19]=[C:18]([F:20])[C:17]([OH:21])=[CH:16][C:15]=2[OH:29])[CH2:12][CH2:13]1)=[O:7])([CH3:4])([CH3:2])[CH3:3]. The yield is 1.00. (7) The reactants are [H-].[Na+].[CH2:3]([C:6]1[CH:11]=[CH:10][CH:9]=[C:8]([C:12]2[C:17]([Cl:18])=[CH:16][CH:15]=[CH:14][C:13]=2[Cl:19])[C:7]=1[OH:20])[CH:4]=[CH2:5].[CH2:21](Br)[C:22]1[CH:27]=[CH:26][CH:25]=[CH:24][CH:23]=1. The catalyst is CN(C=O)C. The product is [CH2:3]([C:6]1[C:7]([O:20][CH2:21][C:22]2[CH:27]=[CH:26][CH:25]=[CH:24][CH:23]=2)=[C:8]([C:12]2[C:17]([Cl:18])=[CH:16][CH:15]=[CH:14][C:13]=2[Cl:19])[CH:9]=[CH:10][CH:11]=1)[CH:4]=[CH2:5]. The yield is 0.990. (8) The product is [CH:2]([C:3]1[CH:4]=[CH:5][C:6]([CH:9]2[CH2:14][N:13]([C:15]([O:17][C:18]([CH3:20])([CH3:21])[CH3:19])=[O:16])[CH2:12][CH2:11][N:10]2[C:22]([O:24][C:25]([CH3:28])([CH3:27])[CH3:26])=[O:23])=[CH:7][CH:8]=1)=[O:1]. The catalyst is ClCCl.O=[Mn]=O. The yield is 0.940. The reactants are [OH:1][CH2:2][C:3]1[CH:8]=[CH:7][C:6]([CH:9]2[CH2:14][N:13]([C:15]([O:17][C:18]([CH3:21])([CH3:20])[CH3:19])=[O:16])[CH2:12][CH2:11][N:10]2[C:22]([O:24][C:25]([CH3:28])([CH3:27])[CH3:26])=[O:23])=[CH:5][CH:4]=1. (9) The reactants are C([O:3][C:4](=O)[CH2:5][C:6](=O)[C:7]1[CH:12]=[CH:11][CH:10]=[CH:9][C:8]=1[O:13][CH2:14][CH:15]1[CH2:19][CH2:18][CH2:17][O:16]1)C.[NH2:22][C:23]([NH2:25])=[S:24].C([O-])([O-])=O.[K+].[K+].Cl. The catalyst is COCCO.O. The product is [O:16]1[CH2:17][CH2:18][CH2:19][CH:15]1[CH2:14][O:13][C:8]1[CH:9]=[CH:10][CH:11]=[CH:12][C:7]=1[C:6]1[NH:25][C:23](=[S:24])[NH:22][C:4](=[O:3])[CH:5]=1. The yield is 0.640. (10) The yield is 0.460. The reactants are [CH2:1]([NH:6][C:7](=[O:9])[CH3:8])[CH2:2][CH2:3][CH2:4][CH3:5].N1C=CC=CC=1.[CH:16]1([C:19](Cl)=[O:20])[CH2:18][CH2:17]1. The catalyst is ClCCCl. The product is [C:7]([N:6]([CH2:1][CH2:2][CH2:3][CH2:4][CH3:5])[C:19]([CH:16]1[CH2:18][CH2:17]1)=[O:20])(=[O:9])[CH3:8].